This data is from NCI-60 drug combinations with 297,098 pairs across 59 cell lines. The task is: Regression. Given two drug SMILES strings and cell line genomic features, predict the synergy score measuring deviation from expected non-interaction effect. (1) Drug 1: C1=NC2=C(N1)C(=S)N=CN2. Drug 2: C(CN)CNCCSP(=O)(O)O. Cell line: NCI-H226. Synergy scores: CSS=15.2, Synergy_ZIP=-8.85, Synergy_Bliss=-1.27, Synergy_Loewe=-25.5, Synergy_HSA=-2.90. (2) Drug 1: COC1=C(C=C2C(=C1)N=CN=C2NC3=CC(=C(C=C3)F)Cl)OCCCN4CCOCC4. Drug 2: CC12CCC3C(C1CCC2=O)CC(=C)C4=CC(=O)C=CC34C. Cell line: SK-OV-3. Synergy scores: CSS=46.7, Synergy_ZIP=3.20, Synergy_Bliss=3.34, Synergy_Loewe=-4.23, Synergy_HSA=7.07. (3) Drug 1: C1CNP(=O)(OC1)N(CCCl)CCCl. Drug 2: CC1C(C(CC(O1)OC2CC(CC3=C2C(=C4C(=C3O)C(=O)C5=CC=CC=C5C4=O)O)(C(=O)C)O)N)O. Cell line: MCF7. Synergy scores: CSS=31.0, Synergy_ZIP=2.57, Synergy_Bliss=0.0910, Synergy_Loewe=-26.5, Synergy_HSA=-0.664. (4) Drug 1: C1=NC(=NC(=O)N1C2C(C(C(O2)CO)O)O)N. Drug 2: C1=NNC2=C1C(=O)NC=N2. Cell line: PC-3. Synergy scores: CSS=13.3, Synergy_ZIP=-4.34, Synergy_Bliss=-0.374, Synergy_Loewe=-19.2, Synergy_HSA=-0.881.